Dataset: Full USPTO retrosynthesis dataset with 1.9M reactions from patents (1976-2016). Task: Predict the reactants needed to synthesize the given product. (1) Given the product [CH3:10][O:9][C:8]1[CH:7]=[CH:6][C:5]([B:11]([OH:13])[OH:12])=[CH:4][C:3]=1[CH:1]1[C:26]2[C:46](=[O:48])[CH2:47][C:36]([CH3:41])([CH3:37])[CH2:24][C:25]=2[O:21][C:19]2[CH2:20][C:15]([CH3:23])([CH3:14])[CH2:16][C:17](=[O:22])[C:18]1=2, predict the reactants needed to synthesize it. The reactants are: [CH:1]([C:3]1[CH:4]=[C:5]([B:11]([OH:13])[OH:12])[CH:6]=[CH:7][C:8]=1[O:9][CH3:10])=O.[CH3:14][C:15]1([CH3:23])[CH2:20][C:19](=[O:21])[CH2:18][C:17](=[O:22])[CH2:16]1.[CH2:24]([C:36]1[CH:41]=CC=C[C:37]=1S(O)(=O)=O)[CH2:25][CH2:26]CCCCCCCCC.[CH2:46]([OH:48])[CH3:47]. (2) Given the product [CH3:45][N:46]([CH3:51])[CH2:47][CH2:48][O:25][C:24](=[O:26])[C:23]1[CH:27]=[CH:28][C:20]([CH2:19][N:16]2[C:17](=[O:18])[C:12]3[CH:11]=[C:10]([C:8](=[O:9])[NH:7][CH2:6][C:5]4[CH:32]=[CH:33][CH:34]=[C:3]([O:2][CH3:1])[CH:4]=4)[S:31][C:13]=3[N:14]([CH3:30])[C:15]2=[O:29])=[CH:21][CH:22]=1, predict the reactants needed to synthesize it. The reactants are: [CH3:1][O:2][C:3]1[CH:4]=[C:5]([CH:32]=[CH:33][CH:34]=1)[CH2:6][NH:7][C:8]([C:10]1[S:31][C:13]2[N:14]([CH3:30])[C:15](=[O:29])[N:16]([CH2:19][C:20]3[CH:28]=[CH:27][C:23]([C:24]([OH:26])=[O:25])=[CH:22][CH:21]=3)[C:17](=[O:18])[C:12]=2[CH:11]=1)=[O:9].C1C=CC2N(O)N=NC=2C=1.[CH3:45][N:46]1[CH2:51]CO[CH2:48][CH2:47]1.CN(C)CCO.CCN=C=NCCCN(C)C. (3) Given the product [F:23][C:10]([F:22])([C:11]1[C:20]2[C:15](=[CH:16][CH:17]=[CH:18][CH:19]=2)[C:14]([F:21])=[CH:13][CH:12]=1)[CH2:9][NH:8][C:5]1[C:4]([F:25])=[C:3]([CH2:26][CH2:27][OH:28])[C:2]([Cl:1])=[CH:7][CH:6]=1, predict the reactants needed to synthesize it. The reactants are: [Cl:1][C:2]1[CH:7]=[CH:6][C:5]([NH:8][C:9](=O)[C:10]([F:23])([F:22])[C:11]2[C:20]3[C:15](=[CH:16][CH:17]=[CH:18][CH:19]=3)[C:14]([F:21])=[CH:13][CH:12]=2)=[C:4]([F:25])[C:3]=1[CH2:26][CH2:27][OH:28].B.C1COCC1.C([O-])(O)=O.[Na+]. (4) Given the product [CH3:1][O:2][C:3]1[C:12]([NH:13][C:14]([N:32]2[CH2:31][CH2:30][N:29]([C:26]3[CH:25]=[CH:24][C:23]([C:20](=[O:22])[CH3:21])=[CH:28][CH:27]=3)[CH2:34][CH2:33]2)=[O:18])=[N:11][C:10]2[C:5](=[CH:6][CH:7]=[C:8]([CH3:19])[CH:9]=2)[N:4]=1, predict the reactants needed to synthesize it. The reactants are: [CH3:1][O:2][C:3]1[C:12]([NH:13][C:14](=[O:18])OCC)=[N:11][C:10]2[C:5](=[CH:6][CH:7]=[C:8]([CH3:19])[CH:9]=2)[N:4]=1.[C:20]([C:23]1[CH:28]=[CH:27][C:26]([N:29]2[CH2:34][CH2:33][NH:32][CH2:31][CH2:30]2)=[CH:25][CH:24]=1)(=[O:22])[CH3:21]. (5) Given the product [CH3:10][O:11][CH2:12][CH2:13][O:14][CH2:15][O:1][C:2]1[CH:9]=[CH:8][C:5]([CH:6]=[O:7])=[CH:4][CH:3]=1, predict the reactants needed to synthesize it. The reactants are: [OH:1][C:2]1[CH:9]=[CH:8][C:5]([CH:6]=[O:7])=[CH:4][CH:3]=1.[CH3:10][O:11][CH2:12][CH2:13][O:14][CH2:15]Cl. (6) The reactants are: C(O1[CH2:12][CH2:11][CH:10]([N:13]2[C:17]([C:18]3[CH:19]=[C:20]4[C:29](=[CH:30][CH:31]=3)[C:28]3[N:24]([CH:25]=[C:26]([C:32]5[N:36]([CH2:37][CH:38]([O:40][CH3:41])[CH3:39])[N:35]=[CH:34][N:33]=5)[N:27]=3)[CH2:23][CH2:22][O:21]4)=[CH:16][CH:15]=[N:14]2)[CH2:9][CH2:8][NH:7][C:6]1=O)(C)(C)C.[H-].[H-].[H-].[H-].[Li+].[Al+3].CO. Given the product [CH3:41][O:40][CH:38]([CH3:39])[CH2:37][N:36]1[C:32]([C:26]2[N:27]=[C:28]3[C:29]4[CH:30]=[CH:31][C:18]([C:17]5[N:13]([CH:10]6[CH2:9][CH2:8][N:7]([CH3:6])[CH2:12][CH2:11]6)[N:14]=[CH:15][CH:16]=5)=[CH:19][C:20]=4[O:21][CH2:22][CH2:23][N:24]3[CH:25]=2)=[N:33][CH:34]=[N:35]1, predict the reactants needed to synthesize it. (7) Given the product [C:37]([O:36][C:34](=[O:35])[NH:41][C:42]1[CH:47]=[CH:46][CH:45]=[CH:44][C:43]=1[NH:48][C:19](=[O:20])/[CH:18]=[CH:17]/[C:14]1[CH:15]=[CH:16][N:12]([S:9]([C:6]2[CH:5]=[CH:4][C:3]([N:2]([CH3:1])[CH3:22])=[CH:8][CH:7]=2)(=[O:11])=[O:10])[CH:13]=1)([CH3:40])([CH3:39])[CH3:38], predict the reactants needed to synthesize it. The reactants are: [CH3:1][N:2]([CH3:22])[C:3]1[CH:8]=[CH:7][C:6]([S:9]([N:12]2[CH:16]=[CH:15][C:14](/[CH:17]=[CH:18]/[C:19](O)=[O:20])=[CH:13]2)(=[O:11])=[O:10])=[CH:5][CH:4]=1.C1C=CC2N(O)N=NC=2C=1.Cl.[C:34]([NH:41][C:42]1[CH:47]=[CH:46][CH:45]=[CH:44][C:43]=1[NH2:48])([O:36][C:37]([CH3:40])([CH3:39])[CH3:38])=[O:35]. (8) Given the product [CH2:39]([O:42][C:15]([C:17]1[C:26]2[CH2:25][C:24]([CH3:28])([CH3:27])[CH2:23][NH:22][C:21](=[O:29])[C:20]=2[S:19][C:18]=1[NH:30][C:31]1[CH:36]=[CH:35][C:34]([I:37])=[CH:33][C:32]=1[F:38])=[O:16])[CH3:47], predict the reactants needed to synthesize it. The reactants are: C(OC(N1CCC[C@H]1CN[C:15]([C:17]1[C:26]2[CH2:25][C:24]([CH3:28])([CH3:27])[CH2:23][NH:22][C:21](=[O:29])[C:20]=2[S:19][C:18]=1[NH:30][C:31]1[CH:36]=[CH:35][C:34]([I:37])=[CH:33][C:32]=1[F:38])=[O:16])=O)(C)(C)C.[C:39](=[O:42])([O-])[O-].[Cs+].[Cs+].O.Cl.[CH3:47]N(C=O)C. (9) Given the product [CH3:10][O:11][C:12]1[CH:13]=[CH:14][C:15]([S:18]([N:1]2[CH2:6][CH2:5][O:4][CH2:3][CH:2]2[C:7]([OH:9])=[O:8])(=[O:20])=[O:19])=[CH:16][CH:17]=1, predict the reactants needed to synthesize it. The reactants are: [NH:1]1[CH2:6][CH2:5][O:4][CH2:3][CH:2]1[C:7]([OH:9])=[O:8].[CH3:10][O:11][C:12]1[CH:17]=[CH:16][C:15]([S:18](Cl)(=[O:20])=[O:19])=[CH:14][CH:13]=1.C(N(CC)CC)C. (10) Given the product [Cl:14][C:15]1[C:16]([C:17]([NH:1][C:2]2[CH:7]=[CH:6][CH:5]=[C:4]([C:8]([F:9])([F:10])[F:11])[CH:3]=2)=[O:18])=[CH:20][CH:21]=[CH:22][N:23]=1, predict the reactants needed to synthesize it. The reactants are: [NH2:1][C:2]1[CH:3]=[C:4]([C:8]([F:11])([F:10])[F:9])[CH:5]=[CH:6][CH:7]=1.[OH-].[Na+].[Cl:14][C:15]1[N:23]=[CH:22][CH:21]=[CH:20][C:16]=1[C:17](Cl)=[O:18].